From a dataset of Volume of distribution at steady state (VDss) regression data from Lombardo et al.. Regression/Classification. Given a drug SMILES string, predict its absorption, distribution, metabolism, or excretion properties. Task type varies by dataset: regression for continuous measurements (e.g., permeability, clearance, half-life) or binary classification for categorical outcomes (e.g., BBB penetration, CYP inhibition). For this dataset (vdss_lombardo), we predict log10(VDss) (log10 of volume of distribution in L/kg). (1) The drug is Cn1c(=O)c2c(ncn2CC(O)CO)n(C)c1=O. The log10(VDss) is -0.380. (2) The compound is Nc1ccn(C2COC(CO)S2)c(=O)n1. The log10(VDss) is -0.0800. (3) The drug is CCCn1c(=O)[n-]c(=O)c2nc[nH]c21. The log10(VDss) is -0.200. (4) The compound is CC12CCC3c4ccc(O)cc4CCC3C1CCC2O. The log10(VDss) is 0.0800. (5) The molecule is CC(C)(C)[NH2+]CC(O)COc1cccc2c1CC(O)C(O)C2. The log10(VDss) is 0.280.